This data is from Full USPTO retrosynthesis dataset with 1.9M reactions from patents (1976-2016). The task is: Predict the reactants needed to synthesize the given product. (1) Given the product [Br:10][C:11]1[CH:16]=[C:15]([CH:17]2[O:18][CH2:19][CH2:20][O:21]2)[CH:14]=[CH:13][C:12]=1[O:22][CH2:23][O:24][CH3:25], predict the reactants needed to synthesize it. The reactants are: CCN(C(C)C)C(C)C.[Br:10][C:11]1[CH:16]=[C:15]([CH:17]2[O:21][CH2:20][CH2:19][O:18]2)[CH:14]=[CH:13][C:12]=1[OH:22].[CH3:23][O:24][CH:25](Cl)Cl. (2) Given the product [C:15]([O:19][C:20](=[O:27])[NH:21][C:22]1([CH2:25][O:26][C:4]2[CH:11]=[CH:10][CH:9]=[C:8]([N+:12]([O-:14])=[O:13])[C:5]=2[C:6]#[N:7])[CH2:23][CH2:24]1)([CH3:18])([CH3:16])[CH3:17], predict the reactants needed to synthesize it. The reactants are: [N+]([C:4]1[CH:11]=[CH:10][CH:9]=[C:8]([N+:12]([O-:14])=[O:13])[C:5]=1[C:6]#[N:7])([O-])=O.[C:15]([O:19][C:20](=[O:27])[NH:21][C:22]1([CH2:25][OH:26])[CH2:24][CH2:23]1)([CH3:18])([CH3:17])[CH3:16]. (3) Given the product [ClH:10].[ClH:10].[Cl:10][C:11]1[CH:20]=[CH:19][C:14]([O:15][CH2:16][CH2:17][NH:18][CH2:22][CH2:23][NH:24][S:25]([C:28]2[C:29]3[CH:30]=[CH:31][N:32]=[CH:33][C:34]=3[CH:35]=[CH:36][CH:37]=2)(=[O:26])=[O:27])=[CH:13][CH:12]=1, predict the reactants needed to synthesize it. The reactants are: CC(C[AlH]CC(C)C)C.[Cl:10][C:11]1[CH:20]=[CH:19][C:14]([O:15][CH2:16][C:17]#[N:18])=[CH:13][CH:12]=1.N[CH2:22][CH2:23][NH:24][S:25]([C:28]1[C:29]2[CH:30]=[CH:31][N:32]=[CH:33][C:34]=2[CH:35]=[CH:36][CH:37]=1)(=[O:27])=[O:26].